This data is from Peptide-MHC class I binding affinity with 185,985 pairs from IEDB/IMGT. The task is: Regression. Given a peptide amino acid sequence and an MHC pseudo amino acid sequence, predict their binding affinity value. This is MHC class I binding data. (1) The peptide sequence is GIKNLKSLL. The MHC is HLA-A02:02 with pseudo-sequence HLA-A02:02. The binding affinity (normalized) is 0.291. (2) The binding affinity (normalized) is 0.420. The MHC is HLA-B15:17 with pseudo-sequence HLA-B15:17. The peptide sequence is EVIEQWHSL.